This data is from Retrosynthesis with 50K atom-mapped reactions and 10 reaction types from USPTO. The task is: Predict the reactants needed to synthesize the given product. (1) Given the product COc1cc2c(cc1N1CCOCC1)C/C(=C\c1cc(C(F)(F)F)ccc1F)C2=O, predict the reactants needed to synthesize it. The reactants are: COc1cc2c(cc1N1CCOCC1)CCC2=O.O=Cc1cc(C(F)(F)F)ccc1F. (2) Given the product Cc1nccn1CC(=O)c1ccc2c(c1)Cc1ccccc1-2, predict the reactants needed to synthesize it. The reactants are: Cc1ncc[nH]1.O=C(CBr)c1ccc2c(c1)Cc1ccccc1-2. (3) Given the product Nc1nc(N)c2c(ccc3c2ccn3-c2ccncc2)n1, predict the reactants needed to synthesize it. The reactants are: Brc1ccncc1.Nc1nc(N)c2c(ccc3[nH]ccc32)n1. (4) Given the product O=C(NCc1ccc(F)cc1)c1c(O)c2cccnc2n(OCc2ccccc2)c1=O, predict the reactants needed to synthesize it. The reactants are: CCOC(=O)c1c(O)c2cccnc2n(OCc2ccccc2)c1=O.NCc1ccc(F)cc1. (5) Given the product O=C1c2ccccc2CCN1CCCO, predict the reactants needed to synthesize it. The reactants are: O=C1NCCc2ccccc21.OCCCBr. (6) Given the product CCON=C1CCCc2ncc(C(=O)O)c(O)c21, predict the reactants needed to synthesize it. The reactants are: CCON=C1CCCc2ncc(C(=O)OCC)c(O)c21.